From a dataset of Catalyst prediction with 721,799 reactions and 888 catalyst types from USPTO. Predict which catalyst facilitates the given reaction. (1) Reactant: [H-].[H-].[H-].[H-].[Li+].[Al+3].C1COCC1.C(O[C:17](=O)[N:18]([CH2:38][C:39]1[CH:44]=[CH:43][CH:42]=[C:41]([O:45][C:46]2[CH:51]=[CH:50][CH:49]=[CH:48][CH:47]=2)[CH:40]=1)[CH2:19][CH2:20][C:21]1[C:29]2[C:24](=[CH:25][CH:26]=[C:27]([O:30][CH2:31][C:32]3[CH:37]=[CH:36][CH:35]=[CH:34][CH:33]=3)[CH:28]=2)[NH:23][CH:22]=1)(C)(C)C.[OH-].[Na+].C(O)(=O)C(O)=O. Product: [CH2:31]([O:30][C:27]1[CH:28]=[C:29]2[C:24](=[CH:25][CH:26]=1)[NH:23][CH:22]=[C:21]2[CH2:20][CH2:19][N:18]([CH2:38][C:39]1[CH:44]=[CH:43][CH:42]=[C:41]([O:45][C:46]2[CH:51]=[CH:50][CH:49]=[CH:48][CH:47]=2)[CH:40]=1)[CH3:17])[C:32]1[CH:33]=[CH:34][CH:35]=[CH:36][CH:37]=1. The catalyst class is: 90. (2) Reactant: [N:1]1[CH:6]=[CH:5][CH:4]=[C:3]([C:7]2[CH:8]=[C:9]3[C:19]4[C:14](=[N:15][CH:16]=[C:17]([N:20]5[CH2:25][CH2:24][N:23](C(OC(C)(C)C)=O)[CH2:22][CH2:21]5)[CH:18]=4)[NH:13][C:10]3=[CH:11][N:12]=2)[CH:2]=1.Cl. Product: [N:20]1([C:17]2[CH:18]=[C:19]3[C:9]4[C:10](=[CH:11][N:12]=[C:7]([C:3]5[CH:2]=[N:1][CH:6]=[CH:5][CH:4]=5)[CH:8]=4)[NH:13][C:14]3=[N:15][CH:16]=2)[CH2:21][CH2:22][NH:23][CH2:24][CH2:25]1. The catalyst class is: 12. (3) Reactant: [Cl:1][C:2]1[CH:7]=[C:6]([Cl:8])[CH:5]=[CH:4][C:3]=1[C:9]1[N:10]2[N:17]=[C:16]([CH3:18])[CH:15]=[C:11]2[O:12][C:13]=1[CH3:14].F[B-](F)(F)F.[O:24]=[N+:25]=[O:26].CCOCC. Product: [Cl:1][C:2]1[CH:7]=[C:6]([Cl:8])[CH:5]=[CH:4][C:3]=1[C:9]1[N:10]2[N:17]=[C:16]([CH3:18])[C:15]([N+:25]([O-:26])=[O:24])=[C:11]2[O:12][C:13]=1[CH3:14]. The catalyst class is: 23. (4) Reactant: [NH:1]1[CH2:6][CH2:5][CH2:4][CH2:3][CH:2]1[CH2:7][CH2:8][O:9][C:10]1[CH:15]=[CH:14][C:13]([C:16]2[NH:20][C:19]3[CH:21]=[CH:22][C:23]([C:25]([NH2:27])=[O:26])=[CH:24][C:18]=3[N:17]=2)=[CH:12][CH:11]=1.[C:28]1([CH3:36])[CH:33]=[CH:32][C:31]([CH:34]=O)=[CH:30][CH:29]=1.[BH-](OC(C)=O)(OC(C)=O)OC(C)=O.[Na+]. Product: [CH3:36][C:28]1[CH:33]=[CH:32][C:31]([CH2:34][N:1]2[CH2:6][CH2:5][CH2:4][CH2:3][CH:2]2[CH2:7][CH2:8][O:9][C:10]2[CH:11]=[CH:12][C:13]([C:16]3[NH:20][C:19]4[CH:21]=[CH:22][C:23]([C:25]([NH2:27])=[O:26])=[CH:24][C:18]=4[N:17]=3)=[CH:14][CH:15]=2)=[CH:30][CH:29]=1. The catalyst class is: 3.